Dataset: Forward reaction prediction with 1.9M reactions from USPTO patents (1976-2016). Task: Predict the product of the given reaction. Given the reactants Cl.Cl.[NH2:3][C@@H:4]1[C:18](=[O:19])[N:17]2[CH2:20][C@H:21]([O:23][C:24]3[C:33]4[C:28](=[C:29]([CH3:36])[C:30]([O:34][CH3:35])=[CH:31][CH:32]=4)[N:27]=[C:26]([C:37]4[S:38][CH:39]=[C:40]([CH:42]([CH3:44])[CH3:43])[N:41]=4)[CH:25]=3)[CH2:22][C@H:16]2[C:15](=[O:45])[NH:14][C@:13]2([C:47]([NH:49][S:50]([CH:53]3[CH2:55][CH2:54]3)(=[O:52])=[O:51])=[O:48])[CH2:46][C@H:12]2[CH:11]=[CH:10][CH2:9][CH2:8][CH2:7][CH2:6][CH2:5]1.C(N(CC)C(C)C)(C)C.ClC(Cl)(O[C:69](=[O:75])OC(Cl)(Cl)Cl)Cl.[CH:77]1([CH2:80][NH:81][CH2:82][CH2:83][CH3:84])[CH2:79][CH2:78]1, predict the reaction product. The product is: [CH:77]1([CH2:80][N:81]([CH2:82][CH2:83][CH3:84])[C:69]([NH:3][C@@H:4]2[C:18](=[O:19])[N:17]3[CH2:20][C@H:21]([O:23][C:24]4[C:33]5[C:28](=[C:29]([CH3:36])[C:30]([O:34][CH3:35])=[CH:31][CH:32]=5)[N:27]=[C:26]([C:37]5[S:38][CH:39]=[C:40]([CH:42]([CH3:43])[CH3:44])[N:41]=5)[CH:25]=4)[CH2:22][C@H:16]3[C:15](=[O:45])[NH:14][C@:13]3([C:47]([NH:49][S:50]([CH:53]4[CH2:54][CH2:55]4)(=[O:51])=[O:52])=[O:48])[CH2:46][C@H:12]3[CH:11]=[CH:10][CH2:9][CH2:8][CH2:7][CH2:6][CH2:5]2)=[O:75])[CH2:79][CH2:78]1.